From a dataset of NCI-60 drug combinations with 297,098 pairs across 59 cell lines. Regression. Given two drug SMILES strings and cell line genomic features, predict the synergy score measuring deviation from expected non-interaction effect. (1) Drug 1: C1CC(C1)(C2=CC=C(C=C2)C3=C(C=C4C(=N3)C=CN5C4=NNC5=O)C6=CC=CC=C6)N. Drug 2: B(C(CC(C)C)NC(=O)C(CC1=CC=CC=C1)NC(=O)C2=NC=CN=C2)(O)O. Cell line: SK-OV-3. Synergy scores: CSS=61.2, Synergy_ZIP=-1.12, Synergy_Bliss=-0.644, Synergy_Loewe=-0.206, Synergy_HSA=2.98. (2) Drug 1: CN1CCC(CC1)COC2=C(C=C3C(=C2)N=CN=C3NC4=C(C=C(C=C4)Br)F)OC. Drug 2: C(=O)(N)NO. Cell line: RPMI-8226. Synergy scores: CSS=8.02, Synergy_ZIP=-2.80, Synergy_Bliss=3.83, Synergy_Loewe=-6.18, Synergy_HSA=-3.42.